Dataset: Full USPTO retrosynthesis dataset with 1.9M reactions from patents (1976-2016). Task: Predict the reactants needed to synthesize the given product. (1) The reactants are: [O:1]1[CH2:5][CH2:4][CH:3]([CH2:6][OH:7])[CH2:2]1.[OH-].[K+].[C:10]([O:14][C:15](=[O:45])[NH:16][CH2:17][C@H:18]1[CH2:23][CH2:22][C@H:21]([CH2:24][NH:25][C:26]([C:28]2[C:37]3[C:32](=[CH:33][CH:34]=[CH:35][CH:36]=3)[N:31]=[C:30]([C:38]3[CH:39]=[N:40][C:41](F)=[CH:42][CH:43]=3)[CH:29]=2)=[O:27])[CH2:20][CH2:19]1)([CH3:13])([CH3:12])[CH3:11]. Given the product [O:1]1[CH2:5][CH2:4][CH:3]([CH2:6][O:7][C:41]2[N:40]=[CH:39][C:38]([C:30]3[CH:29]=[C:28]([C:26]([NH:25][CH2:24][C@H:21]4[CH2:20][CH2:19][C@H:18]([CH2:17][NH:16][C:15](=[O:45])[O:14][C:10]([CH3:12])([CH3:11])[CH3:13])[CH2:23][CH2:22]4)=[O:27])[C:37]4[C:32](=[CH:33][CH:34]=[CH:35][CH:36]=4)[N:31]=3)=[CH:43][CH:42]=2)[CH2:2]1, predict the reactants needed to synthesize it. (2) Given the product [C:1]([O:11][C:10](=[O:12])[C:9]([NH:8][C:6]([O:5][C:1]([CH3:4])([CH3:3])[CH3:2])=[O:7])([CH3:15])[CH2:13][F:14])([CH3:4])([CH3:3])[CH3:2], predict the reactants needed to synthesize it. The reactants are: [C:1]([O:5][C:6]([NH:8][C:9]([CH3:15])([CH2:13][F:14])[C:10]([OH:12])=[O:11])=[O:7])([CH3:4])([CH3:3])[CH3:2]. (3) The reactants are: Br[C:2]1[CH:7]=[CH:6][C:5]([CH:8]=[CH:9][C:10]2[CH:15]=[CH:14][C:13](/[CH:16]=[CH:17]\[C:18]3[CH:23]=[CH:22][C:21](Br)=[CH:20][CH:19]=3)=[CH:12][C:11]=2[CH3:25])=[CH:4][CH:3]=1.C(N([CH2:31][CH3:32])CC)C.[CH2:33]([OH:39])[CH2:34][CH2:35][CH2:36][C:37]#[CH:38]. Given the product [OH:39][CH2:33][CH2:34][CH2:35][CH2:36][C:37]#[C:38][C:2]1[CH:7]=[CH:6][C:5]([CH:8]=[CH:9][C:10]2[CH:15]=[CH:14][C:13]([CH:16]=[CH:17][C:18]3[CH:23]=[CH:22][CH:21]=[CH:20][C:19]=3[CH:36]([C:31]#[CH:32])[CH2:35][CH2:34][CH2:33][OH:39])=[CH:12][C:11]=2[CH3:25])=[CH:4][CH:3]=1, predict the reactants needed to synthesize it. (4) Given the product [Cl:1][C:2]1[C:18]([NH2:19])=[C:17]([F:22])[CH:16]=[CH:15][C:3]=1[C:4]([NH:6][S:7]([N:10]([CH:12]([CH3:14])[CH3:13])[CH3:11])(=[O:9])=[O:8])=[O:5], predict the reactants needed to synthesize it. The reactants are: [Cl:1][C:2]1[C:18]([N+:19]([O-])=O)=[C:17]([F:22])[CH:16]=[CH:15][C:3]=1[C:4]([NH:6][S:7]([N:10]([CH:12]([CH3:14])[CH3:13])[CH3:11])(=[O:9])=[O:8])=[O:5].CC/C=C/C=C\CCCCCCCCOC(C)=O.[H][H].